The task is: Predict the product of the given reaction.. This data is from Forward reaction prediction with 1.9M reactions from USPTO patents (1976-2016). (1) Given the reactants Cl.[CH:2]([N:5]([C@@H:32]1[CH2:37][CH2:36][CH2:35][NH:34][CH2:33]1)[C:6]([C:8]1[C:9]([C:28]([F:31])([F:30])[F:29])=[CH:10][C:11]2[O:16][C:15]([CH3:18])([CH3:17])[C:14](=[O:19])[N:13]([CH2:20][CH2:21][NH:22][C:23](=[O:26])[CH2:24][CH3:25])[C:12]=2[CH:27]=1)=[O:7])([CH3:4])[CH3:3].[C:38]([NH:45][C@H:46]([C:50](O)=[O:51])[CH:47]([CH3:49])[CH3:48])([O:40][C:41]([CH3:44])([CH3:43])[CH3:42])=[O:39].CCN=C=NCCCN(C)C.C1C=CC2N(O)N=NC=2C=1, predict the reaction product. The product is: [CH3:18][C:15]1([CH3:17])[C:14](=[O:19])[N:13]([CH2:20][CH2:21][NH:22][C:23](=[O:26])[CH2:24][CH3:25])[C:12]2[CH:27]=[C:8]([C:6]([N:5]([CH:2]([CH3:3])[CH3:4])[C@@H:32]3[CH2:37][CH2:36][CH2:35][N:34]([C:50]([C@@H:46]([NH:45][C:38](=[O:39])[O:40][C:41]([CH3:42])([CH3:44])[CH3:43])[CH:47]([CH3:49])[CH3:48])=[O:51])[CH2:33]3)=[O:7])[C:9]([C:28]([F:30])([F:29])[F:31])=[CH:10][C:11]=2[O:16]1. (2) Given the reactants [F:1][C@@H:2]1[C@@H:7]2[O:8][CH:9]([C:12]3[CH:17]=[CH:16][CH:15]=[CH:14][CH:13]=3)[O:10][CH2:11][C@H:6]2[O:5][CH2:4][C@@H:3]1OS(C(F)(F)F)(=O)=O.[Cl:26][C:27]1[C:35]([Cl:36])=[CH:34][C:30]2[NH:31][CH:32]=[N:33][C:29]=2[CH:28]=1.[H-].[Na+], predict the reaction product. The product is: [Cl:36][C:35]1[C:27]([Cl:26])=[CH:28][C:29]2[N:33]([C@@H:3]3[CH2:4][O:5][C@H:6]4[C@@H:7]([O:8][CH:9]([C:12]5[CH:17]=[CH:16][CH:15]=[CH:14][CH:13]=5)[O:10][CH2:11]4)[C@H:2]3[F:1])[CH:32]=[N:31][C:30]=2[CH:34]=1. (3) Given the reactants Br[C:2]1[N:7]=[C:6]([N:8]([C:15]2[CH:20]=[CH:19][CH:18]=[C:17](Br)[N:16]=2)[C:9]2[CH:14]=[CH:13][CH:12]=[CH:11][CH:10]=2)[CH:5]=[CH:4][CH:3]=1.[C:22]1(B(O)O)[CH:27]=[CH:26][CH:25]=[CH:24][CH:23]=1.O.[O-]P([O-])([O-])=O.[K+].[K+].[K+].[C:40]1(C)[CH:45]=[CH:44][CH:43]=[CH:42][CH:41]=1, predict the reaction product. The product is: [C:9]1([N:8]([C:15]2[CH:20]=[CH:19][CH:18]=[C:17]([C:40]3[CH:45]=[CH:44][CH:43]=[CH:42][CH:41]=3)[N:16]=2)[C:6]2[CH:5]=[CH:4][CH:3]=[C:2]([C:22]3[CH:27]=[CH:26][CH:25]=[CH:24][CH:23]=3)[N:7]=2)[CH:14]=[CH:13][CH:12]=[CH:11][CH:10]=1. (4) Given the reactants FC(F)(F)S(O[C:7]1[C:11]([CH3:12])=[C:10]([NH2:13])[N:9]([C:14]2[CH:19]=[CH:18][CH:17]=[CH:16][CH:15]=2)[N:8]=1)(=O)=O.[CH3:22][C:23]1[N:28]=[CH:27][C:26](B2OC(C)(C)C(C)(C)O2)=[CH:25][N:24]=1.C([O-])([O-])=O.[K+].[K+].O, predict the reaction product. The product is: [CH3:12][C:11]1[C:7]([C:26]2[CH:25]=[N:24][C:23]([CH3:22])=[N:28][CH:27]=2)=[N:8][N:9]([C:14]2[CH:19]=[CH:18][CH:17]=[CH:16][CH:15]=2)[C:10]=1[NH2:13].